This data is from Human liver microsome stability data. The task is: Regression/Classification. Given a drug SMILES string, predict its absorption, distribution, metabolism, or excretion properties. Task type varies by dataset: regression for continuous measurements (e.g., permeability, clearance, half-life) or binary classification for categorical outcomes (e.g., BBB penetration, CYP inhibition). Dataset: hlm. (1) The drug is CCNS(=O)(=O)c1ccc(NC2CCCCC2)c(NCc2ccccc2)c1. The result is 0 (unstable in human liver microsomes). (2) The molecule is c1ccc(-c2ccsc2)cc1. The result is 0 (unstable in human liver microsomes). (3) The molecule is NC(=O)OC(CCN1CCN(c2ccccc2)CC1)c1ccc(F)cc1. The result is 1 (stable in human liver microsomes). (4) The compound is CCOC(=O)COC(=O)C=Cc1ccc(NC(=O)C2(NC(=O)c3ccc4c(C5CCCC5)c(-c5ncc(Cl)cn5)n(C)c4c3)CCC2)cc1OCC. The result is 0 (unstable in human liver microsomes). (5) The molecule is NS(=O)(=O)c1ccc(Nc2nc3ncnc(Nc4cccc(Cl)c4)c3s2)cc1. The result is 0 (unstable in human liver microsomes). (6) The compound is N#Cc1ccnc(Oc2nn([C@H]3C[C@@H](O)C3)c3ncnc(N)c23)c1. The result is 0 (unstable in human liver microsomes).